Dataset: Reaction yield outcomes from USPTO patents with 853,638 reactions. Task: Predict the reaction yield, written as a fraction of the theoretical maximum amount of product (1.0 means a 100% yield; for example, 0.34 means a 34% yield). (1) The reactants are [OH:1][C@H:2]([CH3:14])[CH2:3][N:4]1[CH:12]=[N:11][C:10]2[C:5]1=[N:6][CH:7]=[N:8][C:9]=2[NH2:13].CC(C)([O-])C.[Mg+2].CC(C)([O-])C.CC(C)[O-].[Mg+2].CC(C)[O-].C1(C)C=CC(S(O[CH2:45][P:46](=[O:53])([O:50]CC)[O:47]CC)(=O)=O)=CC=1.Br[Si](C)(C)C. The catalyst is CN(C=O)C. The product is [P:46]([CH2:45][O:1][C@H:2]([CH3:14])[CH2:3][N:4]1[CH:12]=[N:11][C:10]2[C:5]1=[N:6][CH:7]=[N:8][C:9]=2[NH2:13])([OH:53])([OH:50])=[O:47]. The yield is 0.635. (2) The reactants are [CH:1]1([C:4]2[CH:5]=[CH:6][CH:7]=[C:8]3[C:16]=2[CH:11]2[NH:12][C:13](=[O:15])[CH2:14][CH:10]2[CH2:9]3)[CH2:3][CH2:2]1.C(#N)C.[C:20](O[C:20]([O:22][C:23]([CH3:26])([CH3:25])[CH3:24])=[O:21])([O:22][C:23]([CH3:26])([CH3:25])[CH3:24])=[O:21].CN(C1C=CC=CN=1)C.C(N(CC)CC)C. No catalyst specified. The product is [CH:1]1([C:4]2[CH:5]=[CH:6][CH:7]=[C:8]3[C:16]=2[CH:11]2[N:12]([C:20]([O:22][C:23]([CH3:26])([CH3:25])[CH3:24])=[O:21])[C:13](=[O:15])[CH2:14][CH:10]2[CH2:9]3)[CH2:3][CH2:2]1. The yield is 0.520. (3) The reactants are [CH3:1][NH:2][N:3]=[CH:4][C:5](=[O:7])[CH3:6].[CH3:8][C:9]1[CH:10]=[C:11]([C:16](=O)[CH:17]=[O:18])[CH:12]=[C:13]([CH3:15])[CH:14]=1.CCCCCC.C(OCC)(=O)C. The catalyst is C(O)(=O)C. The product is [CH3:8][C:9]1[CH:10]=[C:11]([C:16]2[N:2]([CH3:1])[N:3]=[C:4]([C:5](=[O:7])[CH3:6])[C:17]=2[OH:18])[CH:12]=[C:13]([CH3:15])[CH:14]=1. The yield is 0.0500. (4) The reactants are [C:1]([O:5][C:6]([N:8](C(OC(C)(C)C)=O)[C:9]1[CH:10]=[N:11][CH:12]=[CH:13][C:14]=1[N:15]1[CH2:20][C@@H:19]([CH3:21])[C@@H:18]([CH2:22]S([O-])(=O)=O)[C@@H:17]([NH:27][C:28]([O:30][C:31]([CH3:34])([CH3:33])[CH3:32])=[O:29])[CH2:16]1)=[O:7])([CH3:4])([CH3:3])[CH3:2].[C-]#[N:43].[Na+]. The catalyst is CN(C=O)C. The product is [C:1]([O:5][C:6]([NH:8][C:9]1[CH:10]=[N:11][CH:12]=[CH:13][C:14]=1[N:15]1[CH2:20][C@H:19]([CH3:21])[C@H:18]([C:22]#[N:43])[C@H:17]([NH:27][C:28](=[O:29])[O:30][C:31]([CH3:33])([CH3:34])[CH3:32])[CH2:16]1)=[O:7])([CH3:2])([CH3:4])[CH3:3]. The yield is 0.0500. (5) The reactants are [Cl:1][CH2:2][C:3]1[CH:4]=[C:5]([C@H:10]2[CH2:14][O:13]C(C)(C)[N:11]2C(OC(C)(C)C)=O)[CH:6]=[C:7]([F:9])[CH:8]=1.Cl.O1CCOCC1. The catalyst is C(Cl)Cl. The product is [NH2:11][C@@H:10]([C:5]1[CH:6]=[C:7]([F:9])[CH:8]=[C:3]([CH2:2][Cl:1])[CH:4]=1)[CH2:14][OH:13]. The yield is 0.840. (6) The product is [CH3:1][O:2][C:3](=[O:15])[C:4]1[CH:9]=[CH:8][C:7]([C:10]2[N:24]=[C:23]([N:20]3[CH2:21][CH2:22][N:17]([CH3:16])[CH2:18][CH2:19]3)[S:25][C:11]=2[F:12])=[CH:6][CH:5]=1. The reactants are [CH3:1][O:2][C:3](=[O:15])[C:4]1[CH:9]=[CH:8][C:7]([C:10](=O)[CH:11](Br)[F:12])=[CH:6][CH:5]=1.[CH3:16][N:17]1[CH2:22][CH2:21][N:20]([C:23](=[S:25])[NH2:24])[CH2:19][CH2:18]1. The catalyst is C(O)C. The yield is 0.740.